Dataset: Forward reaction prediction with 1.9M reactions from USPTO patents (1976-2016). Task: Predict the product of the given reaction. (1) The product is: [CH3:1][C:2]1[CH:12]=[CH:11][C:5]([C:6]([O:8][CH2:9][CH3:10])=[O:7])=[CH:4][C:3]=1[O:13][C:21]1[CH:20]=[CH:19][N:18]=[C:17]([Cl:16])[CH:22]=1. Given the reactants [CH3:1][C:2]1[CH:12]=[CH:11][C:5]([C:6]([O:8][CH2:9][CH3:10])=[O:7])=[CH:4][C:3]=1[OH:13].[H-].[Na+].[Cl:16][C:17]1[CH:22]=[C:21]([N+]([O-])=O)[CH:20]=[CH:19][N:18]=1, predict the reaction product. (2) Given the reactants [CH3:1][O:2][C:3](=[O:13])[CH2:4][C:5]1[CH:10]=[CH:9][C:8]([Cl:11])=[C:7]([Cl:12])[CH:6]=1.[H-].[Na+].Br[CH2:17]COC1CCCCO1, predict the reaction product. The product is: [Cl:12][C:7]1[CH:6]=[C:5]([CH:4]2[CH2:17][CH2:1][O:2][C:3]2=[O:13])[CH:10]=[CH:9][C:8]=1[Cl:11]. (3) Given the reactants C(O)(C(F)(F)F)=O.[C:8]([NH:11][CH2:12][C@H:13]1[O:18][CH2:17][CH2:16][N:15](C(OC(C)(C)C)=O)[CH2:14]1)(=[O:10])[CH3:9], predict the reaction product. The product is: [NH:15]1[CH2:16][CH2:17][O:18][C@H:13]([CH2:12][NH:11][C:8](=[O:10])[CH3:9])[CH2:14]1. (4) The product is: [CH3:18][O:19][C:20]1[CH:25]=[CH:24][C:23]([N:26]2[C:6]([C:2]3[O:1][CH:5]=[CH:4][CH:3]=3)=[C:7]([C:8]([O:10][CH2:11][CH3:12])=[O:9])[C:28]([C:29]([F:30])([F:31])[F:32])=[N:27]2)=[CH:22][CH:21]=1. Given the reactants [O:1]1[CH:5]=[CH:4][CH:3]=[C:2]1[C:6](=O)[CH2:7][C:8]([O:10][CH2:11][CH3:12])=[O:9].[O-]CC.[Na+].[CH3:18][O:19][C:20]1[CH:25]=[CH:24][C:23]([NH:26][N:27]=[C:28](Br)[C:29]([F:32])([F:31])[F:30])=[CH:22][CH:21]=1, predict the reaction product. (5) Given the reactants C(=O)(OC)O[C@@H:3]1[C@H:10]2[C@H:6]([O:7][C:8]([CH3:12])([CH3:11])[O:9]2)[C:5]([CH2:13][O:14][C:15]([C:28]2[CH:33]=[CH:32][CH:31]=[CH:30][CH:29]=2)([C:22]2[CH:27]=[CH:26][CH:25]=[CH:24][CH:23]=2)[C:16]2[CH:21]=[CH:20][CH:19]=[CH:18][CH:17]=2)=[CH:4]1.[Cu]C#N.[CH:40]([Mg]Br)=[CH2:41], predict the reaction product. The product is: [CH3:11][C:8]1([CH3:12])[O:7][C@@H:6]2[C:5]([CH2:13][O:14][C:15]([C:22]3[CH:27]=[CH:26][CH:25]=[CH:24][CH:23]=3)([C:28]3[CH:33]=[CH:32][CH:31]=[CH:30][CH:29]=3)[C:16]3[CH:21]=[CH:20][CH:19]=[CH:18][CH:17]=3)=[CH:4][C@@H:3]([CH:40]=[CH2:41])[C@@H:10]2[O:9]1. (6) Given the reactants [Cl:1][C:2]1[CH:7]=[CH:6][C:5]([C:8]2[S:16][C:15]3[C:14](=[O:17])[N:13]([C:18]4[CH:23]=[CH:22][C:21]([O:24][CH2:25][C:26]([OH:29])([CH3:28])[CH3:27])=[C:20]([O:30][CH3:31])[CH:19]=4)[CH:12]=[N:11][C:10]=3[CH:9]=2)=[CH:4][CH:3]=1.N1C=NC=N1.C(N(C(C)C)[P:41]([O:50]CC1C=CC=CC=1)[O:42]CC1C=CC=CC=1)(C)C.[OH:61]O.O, predict the reaction product. The product is: [P:41]([OH:50])([OH:61])([O:29][C:26]([CH3:28])([CH3:27])[CH2:25][O:24][C:21]1[CH:22]=[CH:23][C:18]([N:13]2[C:14](=[O:17])[C:15]3[S:16][C:8]([C:5]4[CH:6]=[CH:7][C:2]([Cl:1])=[CH:3][CH:4]=4)=[CH:9][C:10]=3[N:11]=[CH:12]2)=[CH:19][C:20]=1[O:30][CH3:31])=[O:42]. (7) Given the reactants [Cl:1][C:2]1[C:3]2[CH:10]=[CH:9][NH:8][C:4]=2[N:5]=[CH:6][N:7]=1.O1CCOCC1.N12CCCN=C1C[CH2:21][CH2:20][CH2:19][CH2:18]2.C([O:32][C:33](OC(OC(C)(C)C)=O)=[O:34])(C)(C)C.C(=O)=O, predict the reaction product. The product is: [Cl:1][C:2]1[C:3]2[CH:10]=[CH:9][N:8]([C:33]([O:34][CH2:18][CH2:19][CH2:20][CH3:21])=[O:32])[C:4]=2[N:5]=[CH:6][N:7]=1. (8) Given the reactants [NH2:1][C@H:2]1[CH2:6][CH2:5][C@@H:4]([C:7]([OH:9])=[O:8])[CH2:3]1.S(Cl)([Cl:12])=O.[CH3:14]O, predict the reaction product. The product is: [ClH:12].[NH2:1][C@H:2]1[CH2:6][CH2:5][C@@H:4]([C:7]([O:9][CH3:14])=[O:8])[CH2:3]1. (9) Given the reactants [CH3:1][C:2]1([CH2:6][OH:7])[CH2:5][O:4][CH2:3]1.[F:8][C:9]([F:22])([F:21])[S:10](O[S:10]([C:9]([F:22])([F:21])[F:8])(=[O:12])=[O:11])(=[O:12])=[O:11].C([O-])(O)=O.[Na+], predict the reaction product. The product is: [F:8][C:9]([F:22])([F:21])[S:10]([O:7][CH2:6][C:2]1([CH3:1])[CH2:5][O:4][CH2:3]1)(=[O:12])=[O:11]. (10) Given the reactants [CH:1]1([C:4]2[CH:5]=[CH:6][C:7]([C:17]([OH:19])=O)=[N:8][C:9]=2[O:10][CH:11]([CH3:16])[C:12]([F:15])([F:14])[F:13])[CH2:3][CH2:2]1.[NH2:20][C@@H:21]([CH2:25][CH:26]([CH3:28])[CH3:27])[C:22]([NH2:24])=[O:23], predict the reaction product. The product is: [C:22]([C@@H:21]([NH:20][C:17]([C:7]1[CH:6]=[CH:5][C:4]([CH:1]2[CH2:2][CH2:3]2)=[C:9]([O:10][CH:11]([CH3:16])[C:12]([F:13])([F:14])[F:15])[N:8]=1)=[O:19])[CH2:25][CH:26]([CH3:28])[CH3:27])(=[O:23])[NH2:24].